From a dataset of Full USPTO retrosynthesis dataset with 1.9M reactions from patents (1976-2016). Predict the reactants needed to synthesize the given product. (1) Given the product [O:1]1[C:5]2[CH:6]=[CH:7][C:8]([C:10]3[C:19]4[C:14](=[CH:15][CH:16]=[C:17]5[O:22][CH2:21][O:20][C:18]5=4)[CH:13]=[C:12]4[C:23](=[O:37])[N:24]([CH2:26][CH2:27][CH2:28][OH:29])[CH2:25][C:11]=34)=[CH:9][C:4]=2[O:3][CH2:2]1, predict the reactants needed to synthesize it. The reactants are: [O:1]1[C:5]2[CH:6]=[CH:7][C:8]([C:10]3[C:19]4[C:14](=[CH:15][CH:16]=[C:17]5[O:22][CH2:21][O:20][C:18]5=4)[CH:13]=[C:12]4[C:23](=[O:37])[N:24]([CH2:26][CH2:27][CH2:28][O:29]CC5C=CC=CC=5)[CH2:25][C:11]=34)=[CH:9][C:4]=2[O:3][CH2:2]1.[H][H]. (2) Given the product [C:11]([O:15][C:16]([NH:8][CH2:7][CH2:6][C:5]1[CH:9]=[CH:10][C:2]([Br:1])=[CH:3][CH:4]=1)=[O:17])([CH3:14])([CH3:13])[CH3:12], predict the reactants needed to synthesize it. The reactants are: [Br:1][C:2]1[CH:10]=[CH:9][C:5]([CH2:6][CH2:7][NH2:8])=[CH:4][CH:3]=1.[C:11]([O:15][C:16](O[C:16]([O:15][C:11]([CH3:14])([CH3:13])[CH3:12])=[O:17])=[O:17])([CH3:14])([CH3:13])[CH3:12].C(N(CC)CC)C. (3) Given the product [NH2:49][CH2:48][C:47]([NH:46][CH2:21][CH2:22][NH:17][C:14]1[CH:13]=[CH:12][C:11]([C:6]2[C:5]3[C:9](=[CH:10][C:2]([F:1])=[CH:3][CH:4]=3)[NH:8][CH:7]=2)=[CH:16][N:15]=1)=[O:57], predict the reactants needed to synthesize it. The reactants are: [F:1][C:2]1[CH:10]=[C:9]2[C:5]([C:6]([C:11]3[CH:12]=[CH:13][C:14]([N:17]4[CH2:22][CH2:21]C(N)CC4)=[N:15][CH:16]=3)=[CH:7][NH:8]2)=[CH:4][CH:3]=1.FC1C=C2C(C(C3C=CC(N4CCC([NH:46][C:47](=[O:57])[CH2:48][NH:49]C(=O)OC(C)(C)C)CC4)=NC=3)=CN2)=CC=1. (4) Given the product [ClH:1].[Cl:1][C:2]1[CH:7]=[C:6]([C:8]#[N:9])[N:5]=[C:4]([C:10]([NH:32][C:29]2[CH:30]=[CH:31][C:26]([C@@H:22]3[O:23][CH2:24][CH2:25][NH:20][CH2:21]3)=[CH:27][C:28]=2[F:33])=[O:12])[CH:3]=1, predict the reactants needed to synthesize it. The reactants are: [Cl:1][C:2]1[CH:7]=[C:6]([C:8]#[N:9])[N:5]=[C:4]([C:10]([OH:12])=O)[CH:3]=1.C(OC([N:20]1[CH2:25][CH2:24][O:23][C@@H:22]([C:26]2[CH:31]=[CH:30][C:29]([NH2:32])=[C:28]([F:33])[CH:27]=2)[CH2:21]1)=O)(C)(C)C. (5) Given the product [CH2:18]([O:17][C:15](=[O:16])/[CH:14]=[CH:13]/[C:3]1[CH:4]=[CH:5][C:6]([O:8][CH2:9][CH2:10][O:11][CH3:12])=[CH:7][C:2]=1[O:1][CH:30]1[CH2:31][CH2:32][N:27]([C:20]([O:22][C:23]([CH3:26])([CH3:25])[CH3:24])=[O:21])[CH2:28][CH2:29]1)[CH3:19], predict the reactants needed to synthesize it. The reactants are: [OH:1][C:2]1[CH:7]=[C:6]([O:8][CH2:9][CH2:10][O:11][CH3:12])[CH:5]=[CH:4][C:3]=1/[CH:13]=[CH:14]/[C:15]([O:17][CH2:18][CH3:19])=[O:16].[C:20]([N:27]1[CH2:32][CH2:31][CH:30](O)[CH2:29][CH2:28]1)([O:22][C:23]([CH3:26])([CH3:25])[CH3:24])=[O:21].C(P(CCCC)CCCC)CCC.N(C(N1CCCCC1)=O)=NC(N1CCCCC1)=O. (6) The reactants are: [NH2:1][C:2]([C:4]1[CH:5]=[C:6]([CH:31]=[CH:32][CH:33]=1)[CH2:7][O:8][C:9]1[CH:10]=[C:11]([CH:28]=[CH:29][CH:30]=1)[CH2:12][N:13]1[CH2:18][CH2:17][N:16]([C:19]([NH:21][C:22]2[CH:23]=[N:24][CH:25]=[CH:26][CH:27]=2)=[O:20])[CH2:15][CH2:14]1)=[O:3].[C:34]([OH:39])(=[O:38])[C:35]([OH:37])=[O:36]. Given the product [C:34]([OH:39])(=[O:38])[C:35]([OH:37])=[O:36].[C:34]([OH:39])(=[O:38])[C:35]([OH:37])=[O:36].[NH2:1][C:2]([C:4]1[CH:5]=[C:6]([CH:31]=[CH:32][CH:33]=1)[CH2:7][O:8][C:9]1[CH:10]=[C:11]([CH:28]=[CH:29][CH:30]=1)[CH2:12][N:13]1[CH2:14][CH2:15][N:16]([C:19]([NH:21][C:22]2[CH:23]=[N:24][CH:25]=[CH:26][CH:27]=2)=[O:20])[CH2:17][CH2:18]1)=[O:3], predict the reactants needed to synthesize it.